Dataset: Reaction yield outcomes from USPTO patents with 853,638 reactions. Task: Predict the reaction yield, written as a fraction of the theoretical maximum amount of product (1.0 means a 100% yield; for example, 0.34 means a 34% yield). (1) The reactants are [C@@H:1]1([NH:10][C:11]([C:13]2[CH:18]=[CH:17][CH:16]=[C:15]([C:19]3[C:27]4[C:22](=[CH:23][CH:24]=[C:25]([C:28]5[N:32]=[CH:31][N:30](C(C6C=CC=CC=6)(C6C=CC=CC=6)C6C=CC=CC=6)[N:29]=5)[CH:26]=4)[N:21](C4CCCCO4)[N:20]=3)[CH:14]=2)=[O:12])[C:9]2[C:4](=[CH:5][CH:6]=[CH:7][CH:8]=2)[CH2:3][CH2:2]1.Cl.C(=O)(O)[O-].[Na+]. The catalyst is O1CCOCC1. The product is [NH:29]1[C:28]([C:25]2[CH:26]=[C:27]3[C:22](=[CH:23][CH:24]=2)[NH:21][N:20]=[C:19]3[C:15]2[CH:14]=[C:13]([C:11]([NH:10][C@@H:1]3[C:9]4[C:4](=[CH:5][CH:6]=[CH:7][CH:8]=4)[CH2:3][CH2:2]3)=[O:12])[CH:18]=[CH:17][CH:16]=2)=[N:32][CH:31]=[N:30]1. The yield is 0.0900. (2) The reactants are [F:1][C:2]1[CH:31]=[C:30]([F:32])[CH:29]=[CH:28][C:3]=1[O:4][C:5]1[CH:10]=[CH:9][C:8]([S:11]([CH3:14])(=[O:13])=[O:12])=[CH:7][C:6]=1[C:15]1[C:16]2[CH:25]=[C:24]([CH:26]=[O:27])[NH:23][C:17]=2[C:18](=[O:22])[N:19]([CH3:21])[CH:20]=1.[CH3:33][Mg]Br.Cl. The catalyst is O1CCCC1. The product is [F:1][C:2]1[CH:31]=[C:30]([F:32])[CH:29]=[CH:28][C:3]=1[O:4][C:5]1[CH:10]=[CH:9][C:8]([S:11]([CH3:14])(=[O:12])=[O:13])=[CH:7][C:6]=1[C:15]1[C:16]2[CH:25]=[C:24]([CH:26]([OH:27])[CH3:33])[NH:23][C:17]=2[C:18](=[O:22])[N:19]([CH3:21])[CH:20]=1. The yield is 0.240. (3) The reactants are [CH3:1][C:2]([Si:5](Cl)([CH3:7])[CH3:6])([CH3:4])[CH3:3].[CH3:9][O:10][C:11](=[O:29])[CH:12]([NH:21][C:22]([O:24][C:25]([CH3:28])([CH3:27])[CH3:26])=[O:23])[CH2:13][CH:14]1[CH2:19][CH2:18][CH:17]([OH:20])[CH2:16][CH2:15]1.N1C=CN=C1. The catalyst is ClCCl. The product is [CH3:9][O:10][C:11]([C@@H:12]([NH:21][C:22](=[O:23])[O:24][C:25]([CH3:27])([CH3:26])[CH3:28])[CH2:13][CH:14]1[CH2:19][CH2:18][CH:17]([O:20][Si:5]([C:2]([CH3:4])([CH3:3])[CH3:1])([CH3:7])[CH3:6])[CH2:16][CH2:15]1)=[O:29]. The yield is 0.910. (4) The reactants are [C:1]1([C:7]2[C:27]([F:28])=[CH:26][CH:25]=[CH:24][C:8]=2[C:9]([C@@H:11]2[CH2:16][CH2:15][CH2:14][N:13]([C:17]([O:19][C:20]([CH3:23])([CH3:22])[CH3:21])=[O:18])[CH2:12]2)=[O:10])[CH2:6][CH2:5][CH2:4][CH2:3][CH:2]=1.[CH3:29][O:30][CH2:31][CH2:32][CH2:33][CH2:34][Mg]Cl. The catalyst is C1COCC1. The product is [C:1]1([C:7]2[C:27]([F:28])=[CH:26][CH:25]=[CH:24][C:8]=2[C@:9]([C@@H:11]2[CH2:16][CH2:15][CH2:14][N:13]([C:17]([O:19][C:20]([CH3:23])([CH3:21])[CH3:22])=[O:18])[CH2:12]2)([OH:10])[CH2:34][CH2:33][CH2:32][CH2:31][O:30][CH3:29])[CH2:6][CH2:5][CH2:4][CH2:3][CH:2]=1. The yield is 0.760. (5) The reactants are [OH:1][C:2]1[CH:7]=[CH:6][C:5]([C:8](=[O:10])[CH3:9])=[CH:4][CH:3]=1.C([O-])([O-])=O.[K+].[K+].Br[CH2:18][CH2:19][CH2:20][Cl:21]. The catalyst is CC(C)=O. The product is [Cl:21][CH2:20][CH2:19][CH2:18][O:1][C:2]1[CH:7]=[CH:6][C:5]([C:8](=[O:10])[CH3:9])=[CH:4][CH:3]=1. The yield is 0.990. (6) The catalyst is ClCCl. The reactants are [CH3:1][C:2]([Si:5](Cl)([CH3:7])[CH3:6])([CH3:4])[CH3:3].[OH:9][CH:10]([C:13]1[N:14]([C:22]([O:24][C:25]([CH3:28])([CH3:27])[CH3:26])=[O:23])[C:15]2[C:20]([CH:21]=1)=[CH:19][CH:18]=[CH:17][CH:16]=2)[CH2:11][OH:12].N1C=CN=C1. The product is [Si:5]([O:12][CH2:11][CH:10]([C:13]1[N:14]([C:22]([O:24][C:25]([CH3:28])([CH3:27])[CH3:26])=[O:23])[C:15]2[C:20]([CH:21]=1)=[CH:19][CH:18]=[CH:17][CH:16]=2)[OH:9])([C:2]([CH3:4])([CH3:3])[CH3:1])([CH3:7])[CH3:6]. The yield is 0.180. (7) The reactants are [F:1][C:2]1[CH:7]=[CH:6][C:5]([C:8]2[O:9][C:10]3[CH:20]=[CH:19][C:18]([C:21]4[CH:26]=[CH:25][CH:24]=[C:23]([C:27](=[O:38])[NH:28][C:29]([C:32]5[CH:37]=[CH:36][CH:35]=[CH:34][CH:33]=5)([CH3:31])[CH3:30])[CH:22]=4)=[C:17]([N+:39]([O-])=O)[C:11]=3[C:12]=2[C:13]([NH:15][CH3:16])=[O:14])=[CH:4][CH:3]=1. The catalyst is C(O)C.CC(O)=O.CCOC(C)=O.[Fe]. The product is [NH2:39][C:17]1[C:11]2[C:12]([C:13]([NH:15][CH3:16])=[O:14])=[C:8]([C:5]3[CH:6]=[CH:7][C:2]([F:1])=[CH:3][CH:4]=3)[O:9][C:10]=2[CH:20]=[CH:19][C:18]=1[C:21]1[CH:26]=[CH:25][CH:24]=[C:23]([C:27](=[O:38])[NH:28][C:29]([C:32]2[CH:33]=[CH:34][CH:35]=[CH:36][CH:37]=2)([CH3:31])[CH3:30])[CH:22]=1. The yield is 0.560. (8) The reactants are [Cl:1][CH2:2][C:3]1[CH:8]=[CH:7][C:6]([CH2:9][OH:10])=[CH:5][CH:4]=1. The catalyst is C(Cl)Cl.O=[Mn]=O. The product is [Cl:1][CH2:2][C:3]1[CH:8]=[CH:7][C:6]([CH:9]=[O:10])=[CH:5][CH:4]=1. The yield is 0.830. (9) The product is [F:24][C:25]([F:38])([F:37])[S:26]([O:23][C:20]1[CH:21]=[CH:22][C:14]2[C:13]3[CH:12]=[N:11][N:10]([C:7]4[CH:6]=[CH:5][C:4]([CH2:1][CH2:2][CH3:3])=[CH:9][CH:8]=4)[C:18]=3[CH2:17][CH2:16][C:15]=2[CH:19]=1)(=[O:28])=[O:27]. The catalyst is N1C=CC=CC=1. The reactants are [CH2:1]([C:4]1[CH:9]=[CH:8][C:7]([N:10]2[C:18]3[CH2:17][CH2:16][C:15]4[CH:19]=[C:20]([OH:23])[CH:21]=[CH:22][C:14]=4[C:13]=3[CH:12]=[N:11]2)=[CH:6][CH:5]=1)[CH2:2][CH3:3].[F:24][C:25]([F:38])([F:37])[S:26](O[S:26]([C:25]([F:38])([F:37])[F:24])(=[O:28])=[O:27])(=[O:28])=[O:27]. The yield is 0.960. (10) The reactants are Br[C:2]1[CH:3]=[CH:4][C:5]2[NH:6][C:7]3[C:12]([C:13]=2[CH:14]=1)=[CH:11][CH:10]=[CH:9][CH:8]=3.[CH:15]1[C:27]2[N:26]([C:28]3[CH:33]=[CH:32][C:31](B(O)O)=[CH:30][CH:29]=3)[C:25]3[C:20](=[CH:21][CH:22]=[CH:23][CH:24]=3)[C:19]=2[CH:18]=[CH:17][CH:16]=1.C(=O)([O-])[O-].[K+].[K+]. The catalyst is C([O-])(=O)C.[Pd+2].C([O-])(=O)C.C1(C)C=CC=CC=1P(C1C=CC=CC=1C)C1C=CC=CC=1C. The product is [CH:15]1[C:27]2[N:26]([C:28]3[CH:33]=[CH:32][C:31]([C:2]4[CH:3]=[CH:4][C:5]5[NH:6][C:7]6[C:12]([C:13]=5[CH:14]=4)=[CH:11][CH:10]=[CH:9][CH:8]=6)=[CH:30][CH:29]=3)[C:25]3[C:20](=[CH:21][CH:22]=[CH:23][CH:24]=3)[C:19]=2[CH:18]=[CH:17][CH:16]=1. The yield is 0.650.